Dataset: Ames mutagenicity test results for genotoxicity prediction. Task: Regression/Classification. Given a drug SMILES string, predict its toxicity properties. Task type varies by dataset: regression for continuous values (e.g., LD50, hERG inhibition percentage) or binary classification for toxic/non-toxic outcomes (e.g., AMES mutagenicity, cardiotoxicity, hepatotoxicity). Dataset: ames. (1) The drug is NC(=O)Nc1cccc2cccnc12. The result is 0 (non-mutagenic). (2) The compound is CC(=O)O. The result is 0 (non-mutagenic). (3) The compound is O=S(=O)(O)c1ccc(N=Nc2c(O)ccc3cc(S(=O)(=O)O)cc(S(=O)(=O)O)c23)cc1. The result is 0 (non-mutagenic). (4) The drug is Cc1cc(-c2cc3c(cc2F)n2c(=O)[nH]c(=O)cc2n3C2CC2)cc(C)n1. The result is 1 (mutagenic). (5) The compound is COc1ccc(/C=C/c2ccc(N)cc2)cc1. The result is 1 (mutagenic). (6) The molecule is CCCCCC(=O)OC1(C(C)=O)CCC2C3CCC4=C(CCC(=O)C4)C3CCC21C. The result is 0 (non-mutagenic).